The task is: Predict the reaction yield, written as a fraction of the theoretical maximum amount of product (1.0 means a 100% yield; for example, 0.34 means a 34% yield).. This data is from Reaction yield outcomes from USPTO patents with 853,638 reactions. (1) The reactants are [C:1]([C:5]1[CH:10]=[C:9]([Br:11])[C:8]([N+:12]([O-:14])=[O:13])=[CH:7][C:6]=1[OH:15])([CH3:4])([CH3:3])[CH3:2].[C:16]([O-])([O-])=O.[Cs+].[Cs+].CI. The catalyst is CN(C=O)C.O. The product is [C:1]([C:5]1[CH:10]=[C:9]([Br:11])[C:8]([N+:12]([O-:14])=[O:13])=[CH:7][C:6]=1[O:15][CH3:16])([CH3:4])([CH3:2])[CH3:3]. The yield is 0.690. (2) The reactants are [CH3:1][O:2][C:3]1[CH:4]=[C:5]([C:11](=O)[CH2:12][CH2:13][CH2:14][CH3:15])[CH:6]=[C:7]([O:9][CH3:10])[CH:8]=1.B(F)(F)F.CCOCC.[CH2:26]([SH:29])[CH2:27][SH:28]. The catalyst is C(Cl)Cl. The product is [CH2:12]([C:11]1([C:5]2[CH:4]=[C:3]([O:2][CH3:1])[CH:8]=[C:7]([O:9][CH3:10])[CH:6]=2)[S:29][CH2:26][CH2:27][S:28]1)[CH2:13][CH2:14][CH3:15]. The yield is 0.952. (3) The reactants are [C:1]1([C:7]2[CH:11]=[CH:10][S:9][CH:8]=2)[CH:6]=[CH:5][CH:4]=[CH:3][CH:2]=1.[C:12](Cl)(=[O:14])[CH3:13].[Cl-].[Al+3].[Cl-].[Cl-]. The catalyst is ClCCl. The product is [C:1]1([C:7]2[CH:11]=[CH:10][S:9][C:8]=2[C:12](=[O:14])[CH3:13])[CH:2]=[CH:3][CH:4]=[CH:5][CH:6]=1.[C:1]1([C:7]2[CH:11]=[C:10]([C:12](=[O:14])[CH3:13])[S:9][CH:8]=2)[CH:2]=[CH:3][CH:4]=[CH:5][CH:6]=1. The yield is 0.410. (4) The reactants are [H-].[Na+].[Br:3][C:4]1[C:5]([O:17][CH3:18])=[CH:6][C:7]([CH:14]([CH3:16])[CH3:15])=[C:8]([CH:13]=1)[O:9][CH2:10][C:11]#[N:12].[CH:19]([O:21][CH2:22]C)=O.IC. No catalyst specified. The product is [Br:3][C:4]1[C:5]([O:17][CH3:18])=[CH:6][C:7]([CH:14]([CH3:16])[CH3:15])=[C:8]([CH:13]=1)[O:9][C:10](=[CH:19][O:21][CH3:22])[C:11]#[N:12]. The yield is 0.480.